This data is from Human liver microsome stability data. The task is: Regression/Classification. Given a drug SMILES string, predict its absorption, distribution, metabolism, or excretion properties. Task type varies by dataset: regression for continuous measurements (e.g., permeability, clearance, half-life) or binary classification for categorical outcomes (e.g., BBB penetration, CYP inhibition). Dataset: hlm. (1) The molecule is N#Cc1cccc(-c2ccc(C(=O)N[C@@H](Cc3c[nH]c4ccccc34)C(=O)Nc3ccncc3)c(F)c2)c1. The result is 1 (stable in human liver microsomes). (2) The molecule is CNc1nc(NCCCN(C)C)c2sc(-c3ccoc3)cc2n1. The result is 0 (unstable in human liver microsomes). (3) The compound is O=C(NCC1(O)CCCCCC1)c1cc(-c2c[nH]cn2)ccc1Cl. The result is 0 (unstable in human liver microsomes). (4) The drug is FC(F)(F)CC(c1ccccc1)c1c(-c2ccccc2)[nH]c2cc(Cl)ccc12. The result is 0 (unstable in human liver microsomes). (5) The drug is O=C(N[C@@H](Cc1c[nH]c2ccccc12)C(=O)Nc1ccncc1)c1ccc(-c2ccccc2)c(F)c1. The result is 1 (stable in human liver microsomes). (6) The compound is CCS(=O)(=O)c1cccc(Oc2cccc(-c3c(C)nc4c(C(F)(F)F)cccn34)c2)c1. The result is 1 (stable in human liver microsomes).